Dataset: Experimentally validated miRNA-target interactions with 360,000+ pairs, plus equal number of negative samples. Task: Binary Classification. Given a miRNA mature sequence and a target amino acid sequence, predict their likelihood of interaction. (1) The miRNA is hsa-miR-485-5p with sequence AGAGGCUGGCCGUGAUGAAUUC. The protein sequence of the target gene is MMLPSPVTSTPFSVKDILNLEQQRHFHGAHLQAELEQHFHSAPCMLATAEGTQFSDAGEEDEEEEGEKLSYLNSLAAAEGHGDSGLCPQSYVHTVLRDACSGPKEQEEEVVSERSQKSCQLKKSLEAAGDCKTSEDGERPKPRSRRKPRVLFSQAQVFELERRFKQQRYLSAPEREHLASSLKLTSTQVKIWFQNRRYKCKRQRQDKSLELGTHAPPPPPRRVAVPVLVRDGKPCVTPSAQTYGSPYGVGAGAYSYNSFPAYGYGNSAAAAAAAAAAAAAAAAYSGSYGCAYPTGGGGGG.... Result: 0 (no interaction). (2) The miRNA is mmu-miR-327 with sequence ACUUGAGGGGCAUGAGGAU. The protein sequence of the target gene is MAPKVFRQYWDIPDGTDCHRKAYSTTSIASVAGLTAAAYRVTLNPPGTFLEGVAKVGQYTFTAAAVGAVFGLTTCISAHVREKPDDPLNYFLGGCAGGLTLGARTHNYGIGAAACVYFGIAASLVKMGRLEGWEVFAKPKV. Result: 0 (no interaction). (3) The protein sequence of the target gene is MAVSVLRLTVVLGLLVLFLTCYADDKPDKPDDKPDDSGKDPKPDFPKFLSLLGTEIIENAVEFILRSMSRSTGFMEFDDNEGKHSSK. Result: 1 (interaction). The miRNA is hsa-miR-548e-5p with sequence CAAAAGCAAUCGCGGUUUUUGC. (4) The miRNA is mmu-miR-590-3p with sequence UAAUUUUAUGUAUAAGCUAGU. The protein sequence of the target gene is MSQPPSGGAAPAATSASAAAAATEARMHPEGCSRKQQRAQSPARPRDNSLRQTAGATRSPLGVGPKLNSVRQQQLQQQQQQGNKITGRSTSGTGSRGLGGGAEKAVPSIPKGAVPGAVQPAPGAEGSPAAILASVSFRRSGQPEEAPREIESGPSKVGEPPPLGGVGGGGEGGGAGGGPGDREGGAPQPPPPRGWRGKGVRATQRGSSVAEGVSPSPPTAATSKTPGPGSRNSGSGSTGSGSGGGGSYWKEGCLQSELIQFHLKKERAAAAAAAAQMHTKNGGGGSRSSPVAGAPAICEP.... Result: 0 (no interaction). (5) The miRNA is hsa-miR-92b-3p with sequence UAUUGCACUCGUCCCGGCCUCC. The protein sequence of the target gene is MVDASGRAAAEGWRKMEAPPDGAADLVPLDRYDAARAKIAANLQWICAKAYGRDNIPEDLRDPFYVDQYEQEHIKPPVIKLLLSSELYCRVCSLILKGDQVAALQGHQSVIQALSRKGIYVMESDDTPVTESDLSRAPIKMSAHMAMVDALMMAYTVEMISIEKVVASVKRFSTFSASKELPYDLEDAMVFWINKVNLKMREITEKEVKLKQQLLESPAHQKVRYRREHLSARQSPYFPLLEDLMRDGSDGAALLAVIHYYCPEQMKLDDICLKEVTSMADSLYNIRLLREFSNEYLNKC.... Result: 1 (interaction). (6) The miRNA is hsa-miR-522-5p with sequence CUCUAGAGGGAAGCGCUUUCUG. The protein sequence of the target gene is MITFLPIIFSILIVVIFVIGNFANGFIALVNSIEWVKRQKISFVDQILTALAVSRVGLLWVLLLHWYATQLNPAFYSVEVRITAYNVWAVTNHFSSWLATSLSMFYLLRIANFSNLIFLRIKRRVKSVVLVILLGPLLFLVCHLFVINMDETVWTKEYEGNVTWKIKLRSAMYHSNMTLTMLANFVPLTLTLISFLLLICSLCKHLKKMQLHGKGSQDPSTKVHIKALQTVTSFLLLCAIYFLSMIISVCNFGRLEKQPVFMFCQAIIFSYPSTHPFILILGNKKLKQIFLSVLRHVRYW.... Result: 1 (interaction). (7) The miRNA is hsa-miR-2110 with sequence UUGGGGAAACGGCCGCUGAGUG. The protein sequence of the target gene is MKPDAAREPEPLSPGRGAEAEGRWRERGEADTERQRTRERQEATLAGLAELGYLRQRQELLVRGALRCSGTVGTVAPRSGELRGDAAQRSRLEEKFLEENILLLRRQLNCLRRRDAGLLNQLQELDKQISDLRLDVEKTSEEHLETDSRPSSGFYELSDGASGSLSNSSNSVFSECLSSCHSSTCFCSPLEAALTISDGCPKSADVNPKYQCDLVSKNGNDVYRYPSPLHAVAVQSPMFLLCLTGNTLREEEGLGSHASDICIGSELNATKTDNSLPSPSSLWSASHPASSKKMDGYILS.... Result: 0 (no interaction).